Dataset: Peptide-MHC class II binding affinity with 134,281 pairs from IEDB. Task: Regression. Given a peptide amino acid sequence and an MHC pseudo amino acid sequence, predict their binding affinity value. This is MHC class II binding data. (1) The peptide sequence is INELIASGSEKLASV. The MHC is DRB1_0301 with pseudo-sequence DRB1_0301. The binding affinity (normalized) is 0.681. (2) The peptide sequence is YDKFLANVSNVLTGK. The MHC is DRB1_0405 with pseudo-sequence DRB1_0405. The binding affinity (normalized) is 0.620. (3) The peptide sequence is GMKVKNTIAATSFAA. The MHC is DRB1_0701 with pseudo-sequence DRB1_0701. The binding affinity (normalized) is 0.201. (4) The peptide sequence is GPATPAAPAAGYTPA. The MHC is HLA-DPA10103-DPB10401 with pseudo-sequence HLA-DPA10103-DPB10401. The binding affinity (normalized) is 0. (5) The peptide sequence is LSADQISTVQASFDKVK. The MHC is DRB1_0701 with pseudo-sequence DRB1_0701. The binding affinity (normalized) is 0.371. (6) The peptide sequence is IGNGGPCLFMRTVSH. The MHC is DRB1_1101 with pseudo-sequence DRB1_1101. The binding affinity (normalized) is 0.366. (7) The peptide sequence is FPEQPQQPYPQQPQQ. The MHC is HLA-DQA10302-DQB10303 with pseudo-sequence YNYHERRFATVLHIVYFGLTYYDVRTETVHLETT. The binding affinity (normalized) is 0.